From a dataset of Forward reaction prediction with 1.9M reactions from USPTO patents (1976-2016). Predict the product of the given reaction. (1) Given the reactants O[C:2]1[CH:11]=[CH:10][CH:9]=[CH:8][C:3]=1[C:4]([NH:6][OH:7])=[O:5].C1N=CN(C(N2C=NC=C2)=O)C=1, predict the reaction product. The product is: [OH:5][C:4]1[C:3]2[CH:8]=[CH:9][CH:10]=[CH:11][C:2]=2[O:7][N:6]=1. (2) Given the reactants [NH2:1][CH2:2][CH2:3][N:4]([CH2:15][CH3:16])[CH2:5][CH2:6][O:7][C:8]1[C:9]([F:14])=[N:10][CH:11]=[CH:12][CH:13]=1.[I:17][C:18]1[CH:19]=[N:20][CH:21]=[C:22]2[C:27]=1[N:26]=[C:25]([C:28](OCC)=[O:29])[CH:24]=[CH:23]2.C(N(CCNC(C1C=NC2C(=CC=C(I)C=2)N=1)=O)CCOC1C(F)=NC=CC=1)C, predict the reaction product. The product is: [CH2:15]([N:4]([CH2:3][CH2:2][NH:1][C:28]([C:25]1[CH:24]=[CH:23][C:22]2[C:27](=[C:18]([I:17])[CH:19]=[N:20][CH:21]=2)[N:26]=1)=[O:29])[CH2:5][CH2:6][O:7][C:8]1[C:9]([F:14])=[N:10][CH:11]=[CH:12][CH:13]=1)[CH3:16]. (3) Given the reactants [OH2:1].Cl[C:3]1[N:8]=[C:7]([NH:9]N)[C:6]([O:11][CH3:12])=[CH:5][N:4]=1.ClNNCO[C:18]1[N:23]=CC=C[N:19]=1.N#CBr.[CH3:27][O-].[Na+], predict the reaction product. The product is: [NH2:23][C:18]1[N:9]=[C:7]2[N:8]([C:3]([O:1][CH3:27])=[N:4][CH:5]=[C:6]2[O:11][CH3:12])[N:19]=1.